This data is from Forward reaction prediction with 1.9M reactions from USPTO patents (1976-2016). The task is: Predict the product of the given reaction. (1) The product is: [CH3:100][O:99][C:97](=[O:98])[NH:96][CH:87]([C:86]([N:82]1[CH2:83][CH2:84][CH2:85][CH:81]1[C:78]1[NH:77][C:76]([C:73]2[CH:74]=[CH:75][C:70]([C:67]3[CH:68]=[CH:69][C:64]([C:61]4[NH:60][C:59]([CH:55]5[CH2:56][CH2:57][CH2:58][NH:54]5)=[N:63][CH:62]=4)=[CH:65][CH:66]=3)=[CH:71][CH:72]=2)=[CH:80][N:79]=1)=[O:101])[CH2:88][CH2:89][O:90][CH2:91][C:92]([F:95])([F:93])[F:94]. Given the reactants COC(=O)NC(C(N1CCCC1C1NC(C2C=CC(C3C=CC(C4NC(C5CCCN5)=NC=4)=CC=3)=CC=2)=CN=1)=O)CCC(F)(F)F.C(OC([N:54]1[CH2:58][CH2:57][CH2:56][CH:55]1[C:59]1[NH:60][C:61]([C:64]2[CH:69]=[CH:68][C:67]([C:70]3[CH:75]=[CH:74][C:73]([C:76]4[NH:77][C:78]([CH:81]5[CH2:85][CH2:84][CH2:83][N:82]5[C:86](=[O:101])[CH:87]([NH:96][C:97]([O:99][CH3:100])=[O:98])[CH2:88][CH2:89][O:90][CH2:91][C:92]([F:95])([F:94])[F:93])=[N:79][CH:80]=4)=[CH:72][CH:71]=3)=[CH:66][CH:65]=2)=[CH:62][N:63]=1)=O)(C)(C)C, predict the reaction product. (2) Given the reactants C12(C=CC3C=C(C(O)=O)C=CC=3O1)CC2.C[O:17][C:18](=[O:46])[CH2:19][C:20]1[CH:25]=[CH:24][C:23]([C:26]#[C:27][C:28]2[CH:29]=[C:30]([CH:42]3C[CH2:43]3)[C:31]3[O:38][C:35]4([CH2:37][CH2:36]4)[CH2:34][C:33]([CH3:40])([CH3:39])[C:32]=3[CH:41]=2)=[CH:22][C:21]=1F.C(OC1C=CC(O)=CC=1C(C)(C)C)(=O)C.C(OC(=O)CC1C=CC(O)=CC=1)(C)(C)C.Cl.CN(C)CCCN=C=NCC, predict the reaction product. The product is: [CH2:42]([C:30]1[CH:29]=[C:28]([C:27]#[C:26][C:23]2[CH:24]=[CH:25][C:20]([CH2:19][C:18]([OH:46])=[O:17])=[CH:21][CH:22]=2)[CH:41]=[C:32]2[C:31]=1[O:38][C:35]([CH3:36])([CH3:37])[CH2:34][C:33]2([CH3:40])[CH3:39])[CH3:43]. (3) The product is: [Br:22][C:23]1[CH:31]=[C:30]2[C:26]([C:27]([CH3:32])([CH3:33])[CH2:28][CH2:29]2)=[CH:25][C:24]=1[O:34][C:36]1[S:37][CH:38]=[C:39]([C:41]([NH:43][C:44]2[C:45]([O:66][CH3:67])=[N:46][C:47]([NH:52][CH2:53][CH2:54][N:55]([CH:63]([CH3:64])[CH3:65])[C:56](=[O:62])[O:57][C:58]([CH3:60])([CH3:61])[CH3:59])=[N:48][C:49]=2[O:50][CH3:51])=[O:42])[N:40]=1. Given the reactants C(C1C=C(C=CC=1)OC1OC=C(C(OCC)=O)N=1)(C)(C)C.[Br:22][C:23]1[CH:31]=[C:30]2[C:26]([C:27]([CH3:33])([CH3:32])[CH2:28][CH2:29]2)=[CH:25][C:24]=1[OH:34].Br[C:36]1[S:37][CH:38]=[C:39]([C:41]([NH:43][C:44]2[C:45]([O:66][CH3:67])=[N:46][C:47]([NH:52][CH2:53][CH2:54][N:55]([CH:63]([CH3:65])[CH3:64])[C:56](=[O:62])[O:57][C:58]([CH3:61])([CH3:60])[CH3:59])=[N:48][C:49]=2[O:50][CH3:51])=[O:42])[N:40]=1, predict the reaction product. (4) Given the reactants I[C:2]1[CH:28]=[CH:27][C:5]2[N:6]([CH2:9][C:10]3[CH:26]=[CH:25][C:13]4[N:14]=[C:15]([NH:17][C@@H:18]5[CH2:23][CH2:22][CH2:21][CH2:20][C@H:19]5[OH:24])[S:16][C:12]=4[CH:11]=3)[CH:7]=[N:8][C:4]=2[CH:3]=1.[C:29]([N:36]1[CH2:41][CH2:40][C:39](B2OC(C)(C)C(C)(C)O2)=[CH:38][CH2:37]1)([O:31][C:32]([CH3:35])([CH3:34])[CH3:33])=[O:30].C(=O)([O-])[O-].[K+].[K+], predict the reaction product. The product is: [OH:24][C@@H:19]1[CH2:20][CH2:21][CH2:22][CH2:23][C@H:18]1[NH:17][C:15]1[S:16][C:12]2[CH:11]=[C:10]([CH2:9][N:6]3[C:5]4[CH:27]=[CH:28][C:2]([C:39]5[CH2:40][CH2:41][N:36]([C:29]([O:31][C:32]([CH3:35])([CH3:34])[CH3:33])=[O:30])[CH2:37][CH:38]=5)=[CH:3][C:4]=4[N:8]=[CH:7]3)[CH:26]=[CH:25][C:13]=2[N:14]=1.